From a dataset of Full USPTO retrosynthesis dataset with 1.9M reactions from patents (1976-2016). Predict the reactants needed to synthesize the given product. (1) Given the product [Cl:8][C:9]1[C:13]([Cl:14])=[C:12]([CH2:15][OH:16])[S:11][N:10]=1, predict the reactants needed to synthesize it. The reactants are: [BH4-].[Na+].C1COCC1.[Cl:8][C:9]1[C:13]([Cl:14])=[C:12]([C:15](Cl)=[O:16])[S:11][N:10]=1.C(O)(=O)CC(CC(O)=O)(C(O)=O)O. (2) Given the product [F:1][C:2]1[C:11]([F:12])=[C:10]2[C:5]([CH2:6][CH2:7][CH:8]([CH2:13][CH2:14][CH3:15])[CH2:9]2)=[CH:4][C:3]=1[I:21], predict the reactants needed to synthesize it. The reactants are: [F:1][C:2]1[C:11]([F:12])=[C:10]2[C:5]([CH2:6][CH2:7][CH:8]([CH2:13][CH2:14][CH3:15])[CH2:9]2)=[CH:4][CH:3]=1.[Li]CCCC.[I:21]I.Cl. (3) Given the product [Cl:23][C:17]1[CH:16]=[C:15]([NH:14][CH:11]2[CH2:12][CH2:13][NH:8][CH2:9][CH2:10]2)[CH:20]=[CH:19][C:18]=1[C:21]#[N:22].[ClH:31], predict the reactants needed to synthesize it. The reactants are: C(OC([N:8]1[CH2:13][CH2:12][CH:11]([NH:14][C:15]2[CH:20]=[CH:19][C:18]([C:21]#[N:22])=[C:17]([Cl:23])[CH:16]=2)[CH2:10][CH2:9]1)=O)(C)(C)C.FC(F)(F)C(O)=O.[ClH:31]. (4) Given the product [CH3:9][N:10]([C:11]1[CH:12]=[C:13]([C:17]2[CH:22]=[CH:21][C:20]([CH2:23][CH2:24][C:25]([O:27][CH3:28])=[O:26])=[CH:19][CH:18]=2)[CH:14]=[CH:15][CH:16]=1)[C:7]([NH:6][CH2:1][CH2:2][CH2:3][CH2:4][CH3:5])=[O:8], predict the reactants needed to synthesize it. The reactants are: [CH2:1]([N:6]=[C:7]=[O:8])[CH2:2][CH2:3][CH2:4][CH3:5].[CH3:9][NH:10][C:11]1[CH:12]=[C:13]([C:17]2[CH:22]=[CH:21][C:20]([CH2:23][CH2:24][C:25]([O:27][CH3:28])=[O:26])=[CH:19][CH:18]=2)[CH:14]=[CH:15][CH:16]=1.O1CCCC1.C(N(CC)CC)C.